From a dataset of Reaction yield outcomes from USPTO patents with 853,638 reactions. Predict the reaction yield, written as a fraction of the theoretical maximum amount of product (1.0 means a 100% yield; for example, 0.34 means a 34% yield). (1) The reactants are [CH3:1][O:2][C:3]1[C:8]2[O:9][C:10]3([O:16][C:7]=2[C:6]([C:17]([OH:19])=[O:18])=[CH:5][CH:4]=1)[CH2:15][CH2:14][S:13][CH2:12][CH2:11]3.[C:20]([O-])([O-])=O.[K+].[K+].S(OC)(OC)(=O)=O.O. The catalyst is CC(C)=O. The product is [CH3:1][O:2][C:3]1[C:8]2[O:9][C:10]3([O:16][C:7]=2[C:6]([C:17]([O:19][CH3:20])=[O:18])=[CH:5][CH:4]=1)[CH2:11][CH2:12][S:13][CH2:14][CH2:15]3. The yield is 0.680. (2) The reactants are C([Li])(CC)C.[F:6][C:7]([F:22])([F:21])[O:8][C:9]1[CH:14]=[CH:13][CH:12]=[CH:11][C:10]=1[NH:15][C:16](=[O:20])[O:17][CH2:18][CH3:19].[I:23]I. The catalyst is C1CCCCC1.C1COCC1. The product is [I:23][C:11]1[CH:12]=[CH:13][CH:14]=[C:9]([O:8][C:7]([F:21])([F:22])[F:6])[C:10]=1[NH:15][C:16](=[O:20])[O:17][CH2:18][CH3:19]. The yield is 0.730.